From a dataset of Catalyst prediction with 721,799 reactions and 888 catalyst types from USPTO. Predict which catalyst facilitates the given reaction. (1) Reactant: C(O[CH:5]([CH:19]([CH3:21])[CH3:20])[C:6]([C:8]1[C:17]2[C:12](=[CH:13][CH:14]=[CH:15][CH:16]=2)[C:11]([F:18])=[CH:10][CH:9]=1)=[O:7])(=O)C.Cl.OC(C(C)C)C(C1C2C(=CC=CC=2)C(F)=CC=1)=O.OC(C1C2C(=CC=CC=2)C(F)=CC=1)C(=O)C(C)C.[N:59]#[C:60][NH2:61]. Product: [NH2:61][C:60]1[O:7][C:6]([C:8]2[C:17]3[C:12](=[CH:13][CH:14]=[CH:15][CH:16]=3)[C:11]([F:18])=[CH:10][CH:9]=2)=[C:5]([CH:19]([CH3:21])[CH3:20])[N:59]=1. The catalyst class is: 8. (2) Reactant: [H-].[Na+].[CH3:3][C:4]1[CH:9]=[CH:8][C:7]([CH:10]2[O:14][C:13](=[O:15])[NH:12][CH2:11]2)=[CH:6][CH:5]=1.Br[CH2:17][C:18]1[CH:23]=[C:22]([C:24]([F:27])([F:26])[F:25])[CH:21]=[CH:20][C:19]=1[C:28]1[CH:33]=[C:32]([CH:34]([CH3:36])[CH3:35])[CH:31]=[CH:30][C:29]=1[O:37][CH3:38]. Product: [CH:34]([C:32]1[CH:31]=[CH:30][C:29]([O:37][CH3:38])=[C:28]([C:19]2[CH:20]=[CH:21][C:22]([C:24]([F:27])([F:25])[F:26])=[CH:23][C:18]=2[CH2:17][N:12]2[CH2:11][CH:10]([C:7]3[CH:6]=[CH:5][C:4]([CH3:3])=[CH:9][CH:8]=3)[O:14][C:13]2=[O:15])[CH:33]=1)([CH3:36])[CH3:35]. The catalyst class is: 1. (3) Reactant: C(Cl)(Cl)Cl.[CH3:5][OH:6].[NH4+].[OH-:8].[CH2:9]([N+:45]([O-])=O)[CH2:10][CH2:11][CH2:12][CH2:13][CH2:14][CH2:15][CH2:16][CH2:17][CH2:18][CH2:19][CH2:20][CH2:21][CH2:22][CH2:23][CH2:24][CH2:25][CH2:26]CCCCCCCCCCCCCCCCCC. Product: [CH2:9]([NH:45][C@H:9]([C@@H:10](/[CH:11]=[CH:12]/[CH2:13][CH2:14][CH2:15][CH2:16][CH2:17][CH2:18][CH2:19][CH2:20][CH2:21][CH2:22][CH2:23][CH2:24][CH3:25])[OH:8])[CH2:5][OH:6])[CH2:10][CH2:11][CH2:12][CH2:13][CH2:14][CH2:15][CH2:16][CH2:17][CH2:18][CH2:19][CH2:20][CH2:21][CH2:22][CH2:23][CH2:24][CH2:25][CH3:26]. The catalyst class is: 5. (4) Reactant: C([NH:5][S:6]([C:9]1[CH:14]=[CH:13][CH:12]=[C:11]([C:15]2[CH:20]=[C:19]([C:21]3[CH:26]=[C:25]([C:27]4[CH:32]=[CH:31][C:30]([C:33]([F:36])([F:35])[F:34])=[CH:29][CH:28]=4)[CH:24]=[C:23]([CH3:37])[N:22]=3)[CH:18]=[CH:17][N:16]=2)[CH:10]=1)(=[O:8])=[O:7])(C)(C)C.C(O)(C(F)(F)F)=O. Product: [CH3:37][C:23]1[N:22]=[C:21]([C:19]2[CH:18]=[CH:17][N:16]=[C:15]([C:11]3[CH:10]=[C:9]([S:6]([NH2:5])(=[O:8])=[O:7])[CH:14]=[CH:13][CH:12]=3)[CH:20]=2)[CH:26]=[C:25]([C:27]2[CH:32]=[CH:31][C:30]([C:33]([F:36])([F:34])[F:35])=[CH:29][CH:28]=2)[CH:24]=1. The catalyst class is: 4. (5) Reactant: [C:1]([O:5][C:6]([N:8]1[CH2:12][CH2:11][CH2:10][C@H:9]1[CH2:13][CH2:14][OH:15])=[O:7])([CH3:4])([CH3:3])[CH3:2].N1C=CN=C1.[Si](Cl)(C(C)(C)C)(C)C.C(OCC)(=O)C. Product: [C:1]([O:5][C:6]([N:8]1[CH2:12][CH2:11][CH2:10][C@H:9]1[CH2:13][CH:14]=[O:15])=[O:7])([CH3:4])([CH3:3])[CH3:2]. The catalyst class is: 9. (6) Reactant: [F:1][C:2]1[C:11]([CH3:12])=[C:10]2[C:5]([CH:6]=[C:7]([C@@H:25]([NH2:27])[CH3:26])[C:8]([N:13]3[CH2:18][CH2:17][N:16]([C:19]4[CH:24]=[CH:23][CH:22]=[CH:21][N:20]=4)[CH2:15][CH2:14]3)=[N:9]2)=[CH:4][CH:3]=1.Cl[C:29]1[C:30]2[N:38]=[CH:37][CH:36]=[CH:35][C:31]=2[N:32]=[CH:33][N:34]=1.CCN(C(C)C)C(C)C. Product: [F:1][C:2]1[C:11]([CH3:12])=[C:10]2[C:5]([CH:6]=[C:7]([C@@H:25]([NH:27][C:29]3[C:30]4[N:38]=[CH:37][CH:36]=[CH:35][C:31]=4[N:32]=[CH:33][N:34]=3)[CH3:26])[C:8]([N:13]3[CH2:14][CH2:15][N:16]([C:19]4[CH:24]=[CH:23][CH:22]=[CH:21][N:20]=4)[CH2:17][CH2:18]3)=[N:9]2)=[CH:4][CH:3]=1. The catalyst class is: 37. (7) Reactant: Cl[C:2]1[CH:7]=[C:6]([N:8]([CH:16]2[CH2:18][CH2:17]2)C(=O)OC(C)(C)C)[N:5]2[N:19]=[CH:20][C:21]([CH:22]=[C:23]3[CH2:27][C:26](=[O:28])[NH:25][C:24]3=[O:29])=[C:4]2[N:3]=1.C([O-])([O-])=O.[K+].[K+].[CH3:36][O:37][C:38]1[CH:39]=[C:40]([CH2:46][NH2:47])[CH:41]=[C:42]([O:44][CH3:45])[CH:43]=1.Cl.O1CCOCC1. Product: [CH:16]1([NH:8][C:6]2[N:5]3[N:19]=[CH:20][C:21]([CH:22]=[C:23]4[CH2:27][C:26](=[O:28])[NH:25][C:24]4=[O:29])=[C:4]3[N:3]=[C:2]([NH:47][CH2:46][C:40]3[CH:41]=[C:42]([O:44][CH3:45])[CH:43]=[C:38]([O:37][CH3:36])[CH:39]=3)[CH:7]=2)[CH2:18][CH2:17]1. The catalyst class is: 37. (8) Reactant: [C:1](O[BH-](OC(=O)C)OC(=O)C)(=O)[CH3:2].[Na+].[CH:15]1([C@H:21]([NH:29][C:30]([C:32]2[CH:37]=[CH:36][C:35]([C:38]3[CH:43]=[CH:42][C:41](C=O)=[CH:40][CH:39]=3)=[CH:34][C:33]=2[NH:46][C:47]([NH:49][C:50]2[C:55]([CH3:56])=[CH:54][C:53]([CH3:57])=[CH:52][C:51]=2[CH3:58])=[O:48])=[O:31])[C:22]([O:24][C:25]([CH3:28])([CH3:27])[CH3:26])=[O:23])[CH2:20][CH2:19][CH2:18][CH2:17][CH2:16]1.N1[CH2:64][CH2:63][O:62][CH2:61][CH2:60]1. Product: [CH:15]1([C@H:21]([NH:29][C:30]([C:32]2[CH:37]=[CH:36][C:35]([C:38]3[CH:43]=[CH:42][C:41]([CH2:1][CH:2]4[CH2:64][CH2:63][O:62][CH2:61][CH2:60]4)=[CH:40][CH:39]=3)=[CH:34][C:33]=2[NH:46][C:47]([NH:49][C:50]2[C:55]([CH3:56])=[CH:54][C:53]([CH3:57])=[CH:52][C:51]=2[CH3:58])=[O:48])=[O:31])[C:22]([O:24][C:25]([CH3:26])([CH3:28])[CH3:27])=[O:23])[CH2:20][CH2:19][CH2:18][CH2:17][CH2:16]1. The catalyst class is: 756. (9) Reactant: [Si:1]([O:8][CH2:9][C:10]1[N:11]([C:15]2[CH:19]=[CH:18][N:17]([S:20]([C:23]3[CH:29]=[CH:28][C:26]([CH3:27])=[CH:25][CH:24]=3)(=[O:22])=[O:21])[C:16]=2[CH:30]([C:32]2[CH:37]=[CH:36][C:35]([C:38]([F:41])([F:40])[F:39])=[CH:34][C:33]=2[O:42][CH3:43])[OH:31])[CH:12]=[CH:13][CH:14]=1)([C:4]([CH3:7])([CH3:6])[CH3:5])([CH3:3])[CH3:2]. Product: [Si:1]([O:8][CH2:9][C:10]1[N:11]([C:15]2[CH:19]=[CH:18][N:17]([S:20]([C:23]3[CH:29]=[CH:28][C:26]([CH3:27])=[CH:25][CH:24]=3)(=[O:22])=[O:21])[C:16]=2[C:30]([C:32]2[CH:37]=[CH:36][C:35]([C:38]([F:39])([F:40])[F:41])=[CH:34][C:33]=2[O:42][CH3:43])=[O:31])[CH:12]=[CH:13][CH:14]=1)([C:4]([CH3:6])([CH3:7])[CH3:5])([CH3:2])[CH3:3]. The catalyst class is: 16. (10) Reactant: [CH2:1]([C:8]1([NH:13]C(=O)CCl)[CH2:12][CH2:11][CH2:10][CH2:9]1)[C:2]1[CH:7]=[CH:6][CH:5]=[CH:4][CH:3]=1.Cl. Product: [CH2:1]([C:8]1([NH2:13])[CH2:12][CH2:11][CH2:10][CH2:9]1)[C:2]1[CH:7]=[CH:6][CH:5]=[CH:4][CH:3]=1. The catalyst class is: 12.